The task is: Predict the reaction yield, written as a fraction of the theoretical maximum amount of product (1.0 means a 100% yield; for example, 0.34 means a 34% yield).. This data is from Reaction yield outcomes from USPTO patents with 853,638 reactions. (1) The reactants are [C:1]1([C@H:13]2[CH2:18][CH2:17][C@H:16]([NH:19][CH2:20][C:21]([F:24])([F:23])[F:22])[CH2:15][CH2:14]2)[N:2]=[N:3][N:4]2[C:9]=1[C:8]1[CH:10]=[CH:11][NH:12][C:7]=1[N:6]=[CH:5]2.[CH:25]1([CH:28]=O)[CH2:27][CH2:26]1.B.N1C=CC=CC=1C.[OH-].[Na+]. The catalyst is CO.C(O)(=O)C. The product is [CH:25]1([CH2:28][N:19]([CH2:20][C:21]([F:23])([F:22])[F:24])[C@H:16]2[CH2:15][CH2:14][C@H:13]([C:1]3[N:2]=[N:3][N:4]4[C:9]=3[C:8]3[CH:10]=[CH:11][NH:12][C:7]=3[N:6]=[CH:5]4)[CH2:18][CH2:17]2)[CH2:27][CH2:26]1. The yield is 0.700. (2) The reactants are [C:1]([O:5][C:6]([N:8]1[CH2:12][CH2:11][C@H:10]([NH2:13])[CH2:9]1)=[O:7])([CH3:4])([CH3:3])[CH3:2].[CH2:14]([N:21]1[CH2:31][CH2:30][C:24]2[N:25]=[CH:26][N:27]=[C:28](Cl)[C:23]=2[CH2:22]1)[C:15]1[CH:20]=[CH:19][CH:18]=[CH:17][CH:16]=1.C([O-])([O-])=O.[K+].[K+]. The catalyst is CN1C(=O)CCC1. The product is [C:1]([O:5][C:6]([N:8]1[CH2:12][CH2:11][C@H:10]([NH:13][C:28]2[C:23]3[CH2:22][N:21]([CH2:14][C:15]4[CH:20]=[CH:19][CH:18]=[CH:17][CH:16]=4)[CH2:31][CH2:30][C:24]=3[N:25]=[CH:26][N:27]=2)[CH2:9]1)=[O:7])([CH3:4])([CH3:2])[CH3:3]. The yield is 0.970. (3) The reactants are [CH2:1]([O:8][C:9]([N:11]1[CH2:16][CH2:15][CH:14]([C:17](=[O:21])[CH:18]=[N+]=[N-])[CH2:13][CH2:12]1)=[O:10])[C:2]1[CH:7]=[CH:6][CH:5]=[CH:4][CH:3]=1.[BrH:22].CC(O)=O.C([O-])(O)=O.[Na+]. The catalyst is CCOC(C)=O. The product is [CH2:1]([O:8][C:9]([N:11]1[CH2:16][CH2:15][CH:14]([C:17](=[O:21])[CH2:18][Br:22])[CH2:13][CH2:12]1)=[O:10])[C:2]1[CH:7]=[CH:6][CH:5]=[CH:4][CH:3]=1. The yield is 0.810. (4) The reactants are [CH:1]1([CH2:4][C:5]([OH:7])=O)[CH2:3][CH2:2]1.C(N(CC)CC)C.CC(C)(C)C(Cl)=O.[CH2:22]([C@H:29]1[CH2:33][O:32][C:31](=[O:34])[NH:30]1)[C:23]1[CH:28]=[CH:27][CH:26]=[CH:25][CH:24]=1.[Cl-].[Li+]. The catalyst is O1CCCC1. The product is [CH2:22]([C@H:29]1[CH2:33][O:32][C:31](=[O:34])[N:30]1[C:5](=[O:7])[CH2:4][CH:1]1[CH2:2][CH2:3]1)[C:23]1[CH:24]=[CH:25][CH:26]=[CH:27][CH:28]=1. The yield is 0.870. (5) The reactants are [CH2:1]([O:3][C:4](=[O:18])/[CH:5]=[C:6](\[NH:8][CH2:9][C:10]1[C:15]([F:16])=[CH:14][CH:13]=[CH:12][C:11]=1[F:17])/[CH3:7])[CH3:2].CC1(C)[O:25][C:24](=O)[CH:23]=[C:22]([CH3:27])O1. The catalyst is C1(C)C=CC=CC=1. The product is [F:16][C:15]1[CH:14]=[CH:13][CH:12]=[C:11]([F:17])[C:10]=1[CH2:9][N:8]1[C:22]([CH3:27])=[CH:23][C:24](=[O:25])[C:5]([C:4]([O:3][CH2:1][CH3:2])=[O:18])=[C:6]1[CH3:7]. The yield is 0.430. (6) No catalyst specified. The product is [CH2:1]([N:3]([CH2:19][CH3:20])[CH2:4][CH2:5][N:6]1[CH2:11][CH2:10][C:9]2[NH:12][C:13]([CH:16]=[C:26]3[C:25]4[C:29](=[CH:30][CH:31]=[CH:32][C:24]=4[CH2:23][CH2:22][OH:21])[NH:28][C:27]3=[O:33])=[C:14]([CH3:15])[C:8]=2[C:7]1=[O:18])[CH3:2]. The reactants are [CH2:1]([N:3]([CH2:19][CH3:20])[CH2:4][CH2:5][N:6]1[CH2:11][CH2:10][C:9]2[NH:12][C:13]([CH:16]=O)=[C:14]([CH3:15])[C:8]=2[C:7]1=[O:18])[CH3:2].[OH:21][CH2:22][CH2:23][C:24]1[CH:32]=[CH:31][CH:30]=[C:29]2[C:25]=1[CH2:26][C:27](=[O:33])[NH:28]2. The yield is 0.350. (7) The reactants are Cl.Cl.[Cl:3][C:4]1[CH:9]=[CH:8][C:7]([N:10]2[CH2:15][CH2:14][NH:13][CH2:12][CH2:11]2)=[CH:6][CH:5]=1.C(N(CC)CC)C.[Cl:23][CH2:24][CH2:25][C:26](Cl)=[O:27]. The catalyst is C(Cl)Cl. The product is [Cl:23][CH2:24][CH2:25][C:26]([N:13]1[CH2:14][CH2:15][N:10]([C:7]2[CH:6]=[CH:5][C:4]([Cl:3])=[CH:9][CH:8]=2)[CH2:11][CH2:12]1)=[O:27]. The yield is 0.515. (8) The reactants are Br[C:2]1[CH:7]=[CH:6][N:5]2[CH:8]=[C:9]([C:11]3[CH:16]=[CH:15][C:14]([O:17][CH2:18][F:19])=[CH:13][CH:12]=3)[N:10]=[C:4]2[CH:3]=1.Cl.[F:21][CH2:22][CH2:23][NH2:24]. No catalyst specified. The product is [F:21][CH2:22][CH2:23][NH:24][C:2]1[CH:7]=[CH:6][N:5]2[CH:8]=[C:9]([C:11]3[CH:16]=[CH:15][C:14]([O:17][CH2:18][F:19])=[CH:13][CH:12]=3)[N:10]=[C:4]2[CH:3]=1. The yield is 0.200.